This data is from TCR-epitope binding with 47,182 pairs between 192 epitopes and 23,139 TCRs. The task is: Binary Classification. Given a T-cell receptor sequence (or CDR3 region) and an epitope sequence, predict whether binding occurs between them. (1) The epitope is LVLSVNPYV. The TCR CDR3 sequence is CASSLGYTAADEQYF. Result: 1 (the TCR binds to the epitope). (2) The epitope is MPASWVMRI. The TCR CDR3 sequence is CASSLDPMDAEAFF. Result: 0 (the TCR does not bind to the epitope). (3) The epitope is ATDALMTGY. The TCR CDR3 sequence is CSVDNSYEQYF. Result: 0 (the TCR does not bind to the epitope). (4) Result: 0 (the TCR does not bind to the epitope). The TCR CDR3 sequence is CASSLGVHYEQYF. The epitope is KAFSPEVIPMF. (5) The epitope is RLRAEAQVK. The TCR CDR3 sequence is CSASGPGLYYNEQFF. Result: 1 (the TCR binds to the epitope). (6) The epitope is FTYASALWEI. The TCR CDR3 sequence is CSVDYGGNTEAFF. Result: 0 (the TCR does not bind to the epitope).